This data is from Human liver microsome stability data. The task is: Regression/Classification. Given a drug SMILES string, predict its absorption, distribution, metabolism, or excretion properties. Task type varies by dataset: regression for continuous measurements (e.g., permeability, clearance, half-life) or binary classification for categorical outcomes (e.g., BBB penetration, CYP inhibition). Dataset: hlm. (1) The drug is COc1ccc2c(O[C@@H]3C[C@H]4C(=O)N[C@]5(C(=O)NS(=O)(=O)C6CC6)C[C@H]5C=CCCCCC[C@H](NC(=O)c5ncc(C)s5)C(=O)N4C3)cc(OC(C)C)nc2c1C. The result is 0 (unstable in human liver microsomes). (2) The compound is Cc1cc(F)ccc1C1CCN(CC2Cc3c(Cl)ccc(O)c3CN2)CC1. The result is 1 (stable in human liver microsomes). (3) The compound is CC(C)(C)C[C@@H]1N[C@@H](C(=O)N[C@H]2C[C@H](NS(C)(=O)=O)C2)[C@H](c2cccc(Cl)c2F)[C@]12C(=O)Nc1cc(Cl)ccc12. The result is 0 (unstable in human liver microsomes). (4) The compound is C[C@@H]1CCN(C(=O)CC2CC2)C[C@@H]1N(C)c1ncnc2[nH]ccc12. The result is 1 (stable in human liver microsomes).